From a dataset of Forward reaction prediction with 1.9M reactions from USPTO patents (1976-2016). Predict the product of the given reaction. (1) Given the reactants Cl[C:2]1[N:7]=[CH:6][C:5]([C:8]2([C:11]#[N:12])[CH2:10][CH2:9]2)=[CH:4][CH:3]=1.C1C=CC(P(C2C(C3C(P(C4C=CC=CC=4)C4C=CC=CC=4)=CC=C4C=3C=CC=C4)=C3C(C=CC=C3)=CC=2)C2C=CC=CC=2)=CC=1.C1(C(C2C=CC=CC=2)=[NH:66])C=CC=CC=1.CC(C)([O-])C.[Na+].Cl, predict the reaction product. The product is: [NH2:66][C:2]1[N:7]=[CH:6][C:5]([C:8]2([C:11]#[N:12])[CH2:10][CH2:9]2)=[CH:4][CH:3]=1. (2) Given the reactants [F:1][C:2]1[CH:7]=[CH:6][CH:5]=[CH:4][C:3]=1/[CH:8]=[CH:9]/[C:10]1[CH:15]=[CH:14][N:13]=[CH:12][C:11]=1[C:16]([O:18][CH2:19][CH3:20])=[O:17], predict the reaction product. The product is: [F:1][C:2]1[CH:7]=[CH:6][CH:5]=[CH:4][C:3]=1[CH2:8][CH2:9][C:10]1[CH:15]=[CH:14][N:13]=[CH:12][C:11]=1[C:16]([O:18][CH2:19][CH3:20])=[O:17]. (3) The product is: [Br:1][C:2]1[CH:7]=[CH:6][C:5]([F:8])=[CH:4][C:3]=1[O:9][CH2:12][C:11]([F:15])([F:14])[F:10]. Given the reactants [Br:1][C:2]1[CH:7]=[CH:6][C:5]([F:8])=[CH:4][C:3]=1[OH:9].[F:10][C:11]([F:15])([F:14])[CH2:12]I, predict the reaction product. (4) The product is: [C:1]([O:5][C:6]([N:8]1[CH2:13][CH2:12][N:11]([CH:14]([C:27]2[CH:32]=[CH:31][CH:30]=[CH:29][C:28]=2[Cl:33])[CH2:15][NH2:16])[CH2:10][CH2:9]1)=[O:7])([CH3:4])([CH3:2])[CH3:3]. Given the reactants [C:1]([O:5][C:6]([N:8]1[CH2:13][CH2:12][N:11]([CH:14]([C:27]2[CH:32]=[CH:31][CH:30]=[CH:29][C:28]=2[Cl:33])[CH2:15][N:16]2C(=O)C3C(=CC=CC=3)C2=O)[CH2:10][CH2:9]1)=[O:7])([CH3:4])([CH3:3])[CH3:2].NN, predict the reaction product. (5) Given the reactants C1([NH2+]C2CCCCC2)CCCCC1.[C:14]([O:18][C:19](=[O:38])[CH2:20][CH2:21][CH2:22][C@H:23]([NH:27][C:28]([O:30][CH2:31][C:32]1[CH:37]=[CH:36][CH:35]=[CH:34][CH:33]=1)=[O:29])[C:24]([O-:26])=O)([CH3:17])([CH3:16])[CH3:15].[B-](F)(F)(F)F.CCOC(C(C#N)=NOC(N(C)C)=[N+](C)C)=O.[CH2:61]([O:63][C:64]([N:66]1[CH2:71][CH2:70][NH:69][CH2:68][CH2:67]1)=[O:65])[CH3:62].C(=O)([O-])O.[Na+], predict the reaction product. The product is: [CH2:61]([O:63][C:64]([N:66]1[CH2:67][CH2:68][N:69]([C:24](=[O:26])[C@@H:23]([NH:27][C:28]([O:30][CH2:31][C:32]2[CH:37]=[CH:36][CH:35]=[CH:34][CH:33]=2)=[O:29])[CH2:22][CH2:21][CH2:20][C:19]([O:18][C:14]([CH3:15])([CH3:16])[CH3:17])=[O:38])[CH2:70][CH2:71]1)=[O:65])[CH3:62]. (6) Given the reactants C1C=CC(P(C2C=CC=CC=2)C2C=CC=CC=2)=CC=1.CC(OC(/N=N/C(OC(C)C)=O)=O)C.[Br:34][C:35]1[CH:36]=[C:37]([OH:41])[CH:38]=[N:39][CH:40]=1.[C:42]([O:46][C:47]([N:49]1[CH2:54][CH2:53][CH2:52][C@H:51](O)[CH2:50]1)=[O:48])([CH3:45])([CH3:44])[CH3:43], predict the reaction product. The product is: [C:42]([O:46][C:47]([N:49]1[CH2:54][CH2:53][CH2:52][C@@H:51]([O:41][C:37]2[CH:38]=[N:39][CH:40]=[C:35]([Br:34])[CH:36]=2)[CH2:50]1)=[O:48])([CH3:45])([CH3:43])[CH3:44]. (7) Given the reactants C(=O)([O-])[O-].[K+].[K+].[NH2:7][C:8]1[C:12]2[CH:13]=[C:14]([Cl:17])[CH:15]=[CH:16][C:11]=2[O:10][C:9]=1[C:18](=[O:26])[C:19]1[CH:24]=[CH:23][CH:22]=[CH:21][C:20]=1[OH:25].[CH2:27](I)[CH3:28], predict the reaction product. The product is: [NH2:7][C:8]1[C:12]2[CH:13]=[C:14]([Cl:17])[CH:15]=[CH:16][C:11]=2[O:10][C:9]=1[C:18](=[O:26])[C:19]1[CH:24]=[CH:23][CH:22]=[CH:21][C:20]=1[O:25][CH2:27][CH3:28]. (8) Given the reactants [F:1][C:2]([F:24])([F:23])[C:3]1[CH:10]=[C:9]([NH:11][CH2:12][C:13]2[CH:18]=[CH:17][CH:16]=[CH:15][C:14]=2[C:19]([F:22])([F:21])[F:20])[CH:8]=[CH:7][C:4]=1[C:5]#[N:6].Br[CH:26]([CH2:30]CCC)[C:27]([OH:29])=[O:28], predict the reaction product. The product is: [C:5]([C:4]1[CH:7]=[CH:8][C:9]([N:11]([CH2:12][C:13]2[CH:18]=[CH:17][CH:16]=[CH:15][C:14]=2[C:19]([F:22])([F:21])[F:20])[C@H:26]([C:27]([O:29][C:3]([CH3:10])([CH3:4])[CH3:2])=[O:28])[CH3:30])=[CH:10][C:3]=1[C:2]([F:23])([F:24])[F:1])#[N:6].